Dataset: Catalyst prediction with 721,799 reactions and 888 catalyst types from USPTO. Task: Predict which catalyst facilitates the given reaction. (1) Reactant: [CH:1]1([CH2:5][C:6]([OH:8])=[O:7])[CH2:4][CH2:3][CH2:2]1.C([O-])([O-])=O.[Cs+].[Cs+].[CH2:15](Br)[C:16]1[CH:21]=[CH:20][CH:19]=[CH:18][CH:17]=1.O. Product: [CH:1]1([CH2:5][C:6]([O:8][CH2:15][C:16]2[CH:21]=[CH:20][CH:19]=[CH:18][CH:17]=2)=[O:7])[CH2:4][CH2:3][CH2:2]1. The catalyst class is: 3. (2) Reactant: [Br:1][C:2]1[CH:7]=[CH:6][C:5]([CH3:8])=[C:4]([F:9])[CH:3]=1.[CH:10]([N-]C(C)C)(C)C.[Li+].[C:18](=[O:20])=[O:19]. Product: [CH3:10][C:6]1[CH:7]=[C:2]([Br:1])[C:3]([C:18]([OH:20])=[O:19])=[C:4]([F:9])[C:5]=1[CH3:8]. The catalyst class is: 1. (3) Reactant: [CH:1]1([NH:4][C:5](=[O:25])[C:6]2[CH:11]=[CH:10][C:9]([CH3:12])=[C:8]([N:13]3[CH:22]=[CH:21][C:20]4[C:15](=[CH:16][C:17]([OH:23])=[CH:18][CH:19]=4)[C:14]3=[O:24])[CH:7]=2)[CH2:3][CH2:2]1.Br[CH2:27][CH2:28][Cl:29].C(=O)([O-])[O-].[K+].[K+]. Product: [Cl:29][CH2:28][CH2:27][O:23][C:17]1[CH:16]=[C:15]2[C:20]([CH:21]=[CH:22][N:13]([C:8]3[CH:7]=[C:6]([CH:11]=[CH:10][C:9]=3[CH3:12])[C:5]([NH:4][CH:1]3[CH2:3][CH2:2]3)=[O:25])[C:14]2=[O:24])=[CH:19][CH:18]=1. The catalyst class is: 39. (4) Reactant: [C:1]([C:4]1[CH:5]=[CH:6][C:7]([N:10]2[CH2:15][CH2:14][CH:13]([N:16]3[CH2:21][CH2:20][CH2:19][C@H:18]([NH:22][C:23]4[CH:28]=[C:27]([F:29])[C:26]([S:30]([CH3:33])(=[O:32])=[O:31])=[CH:25][C:24]=4[F:34])[C:17]3=[O:35])[CH2:12][CH2:11]2)=[N:8][CH:9]=1)(=[O:3])[CH3:2].[BH4-].[Na+]. Product: [F:34][C:24]1[CH:25]=[C:26]([S:30]([CH3:33])(=[O:31])=[O:32])[C:27]([F:29])=[CH:28][C:23]=1[NH:22][C@H:18]1[CH2:19][CH2:20][CH2:21][N:16]([CH:13]2[CH2:14][CH2:15][N:10]([C:7]3[CH:6]=[CH:5][C:4]([CH:1]([OH:3])[CH3:2])=[CH:9][N:8]=3)[CH2:11][CH2:12]2)[C:17]1=[O:35]. The catalyst class is: 5. (5) Reactant: [CH3:1][N:2]([CH3:4])[NH2:3].C(N(CC)CC)C.[C:12](Cl)(=[O:17])[C:13]([CH3:16])([CH3:15])[CH3:14]. Product: [CH3:1][N:2]([CH3:4])[NH:3][C:12](=[O:17])[C:13]([CH3:16])([CH3:15])[CH3:14]. The catalyst class is: 27. (6) Reactant: [C:1](=O)([O-])[O-].[K+].[K+].CI.[OH:9][C:10]1[CH:15]=[C:14]([OH:16])[CH:13]=[CH:12][C:11]=1[C:17](=[O:19])[CH3:18]. Product: [CH3:1][O:16][C:14]1[CH:13]=[CH:12][C:11]([C:17](=[O:19])[CH3:18])=[C:10]([OH:9])[CH:15]=1. The catalyst class is: 3.